Dataset: Forward reaction prediction with 1.9M reactions from USPTO patents (1976-2016). Task: Predict the product of the given reaction. (1) Given the reactants [Cl:1][C:2]1[CH:7]=[CH:6][C:5]([CH2:8][C:9]([O:11]C)=[O:10])=[CH:4][C:3]=1[NH:13][C:14]([NH:16][CH2:17][C:18]1[CH:23]=[CH:22][CH:21]=[CH:20][CH:19]=1)=[O:15].[OH-].[Na+], predict the reaction product. The product is: [Cl:1][C:2]1[CH:7]=[CH:6][C:5]([CH2:8][C:9]([OH:11])=[O:10])=[CH:4][C:3]=1[NH:13][C:14]([NH:16][CH2:17][C:18]1[CH:23]=[CH:22][CH:21]=[CH:20][CH:19]=1)=[O:15]. (2) Given the reactants [NH2:1][CH2:2][CH2:3][CH2:4][N:5]1[C:17]2[C:16]3[CH:15]=[CH:14][CH:13]=[CH:12][C:11]=3[N:10]=[C:9]([NH2:18])[C:8]=2[N:7]=[C:6]1[CH2:19][CH2:20][O:21][CH3:22].[CH:23]([C:25]1[CH:26]=[C:27]([CH:35]=[CH:36][CH:37]=1)[O:28][CH2:29][C:30]([O:32][CH2:33][CH3:34])=[O:31])=O, predict the reaction product. The product is: [NH2:18][C:9]1[C:8]2[N:7]=[C:6]([CH2:19][CH2:20][O:21][CH3:22])[N:5]([CH2:4][CH2:3][CH2:2][NH:1][CH2:23][C:25]3[CH:26]=[C:27]([CH:35]=[CH:36][CH:37]=3)[O:28][CH2:29][C:30]([O:32][CH2:33][CH3:34])=[O:31])[C:17]=2[C:16]2[CH:15]=[CH:14][CH:13]=[CH:12][C:11]=2[N:10]=1. (3) Given the reactants [Cl:1][C:2]1[CH:26]=[CH:25][C:5]([CH2:6][N:7]2[C:12](SCC)=[N:11][C:10](=[O:16])[N:9]([CH2:17][C@H:18]([C:20]([O:22][CH3:23])=[O:21])[CH3:19])[C:8]2=[O:24])=[CH:4][CH:3]=1.[F:27][C:28]1[CH:29]=[C:30]([CH:32]=[CH:33][C:34]=1[O:35][CH:36]([CH3:38])[CH3:37])[NH2:31].C(O)(=O)C.C(=O)(O)[O-].[Na+], predict the reaction product. The product is: [Cl:1][C:2]1[CH:26]=[CH:25][C:5]([CH2:6][N:7]2[C@H:12]([NH:31][C:30]3[CH:32]=[CH:33][C:34]([O:35][CH:36]([CH3:37])[CH3:38])=[C:28]([F:27])[CH:29]=3)[NH:11][C:10](=[O:16])[N:9]([CH2:17][CH:18]([C:20]([O:22][CH3:23])=[O:21])[CH3:19])[C:8]2=[O:24])=[CH:4][CH:3]=1. (4) Given the reactants [OH:1][C:2]1[CH:7]=[CH:6][C:5]([C:8](=[O:12])[CH2:9][CH2:10][CH3:11])=[CH:4][C:3]=1[O:13][CH3:14].Cl[CH2:16][CH2:17][O:18][CH2:19][CH2:20][OH:21].C([O-])([O-])=O.[Cs+].[Cs+].CN(C=O)C, predict the reaction product. The product is: [OH:21][CH2:20][CH2:19][O:18][CH2:17][CH2:16][O:1][C:2]1[CH:7]=[CH:6][C:5]([C:8](=[O:12])[CH2:9][CH2:10][CH3:11])=[CH:4][C:3]=1[O:13][CH3:14]. (5) The product is: [C:28]([C:27]1[CH:16]([C:15]2[CH:18]=[CH:19][C:12]([Cl:11])=[CH:13][CH:14]=2)[N:1]([C:2]2[CH:3]=[C:4]([Cl:10])[C:5](=[O:9])[N:6]([CH3:8])[CH:7]=2)[C:22](=[O:23])[C:21]=1[OH:20])(=[O:30])[CH3:29]. Given the reactants [NH2:1][C:2]1[CH:3]=[C:4]([Cl:10])[C:5](=[O:9])[N:6]([CH3:8])[CH:7]=1.[Cl:11][C:12]1[CH:19]=[CH:18][C:15]([CH:16]=O)=[CH:14][CH:13]=1.[O:20]=[C:21]([CH2:27][C:28](=[O:30])[CH3:29])[C:22](OCC)=[O:23], predict the reaction product. (6) Given the reactants C(O[C:4]([C:6]1[CH:11]=[C:10]([C:12]2[CH:13]=[N:14][CH:15]=[C:16]([F:18])[CH:17]=2)[CH:9]=[C:8]([CH3:19])[N:7]=1)=[O:5])C.[F:20][C:21]1[CH:27]=[CH:26][C:24]([NH2:25])=[CH:23][CH:22]=1, predict the reaction product. The product is: [F:20][C:21]1[CH:27]=[CH:26][C:24]([NH:25][C:4]([C:6]2[CH:11]=[C:10]([C:12]3[CH:13]=[N:14][CH:15]=[C:16]([F:18])[CH:17]=3)[CH:9]=[C:8]([CH3:19])[N:7]=2)=[O:5])=[CH:23][CH:22]=1.